This data is from Forward reaction prediction with 1.9M reactions from USPTO patents (1976-2016). The task is: Predict the product of the given reaction. Given the reactants [O:1]([C:8]1[CH:9]=[C:10]([NH2:14])[CH:11]=[CH:12][CH:13]=1)[C:2]1[CH:7]=[CH:6][CH:5]=[CH:4][CH:3]=1.[N:15]([O-])=O.[Na+].O.O.Cl[Sn]Cl.[CH3:24][C:25]([CH3:32])([CH3:31])[C:26](=O)[CH2:27][C:28]#[N:29], predict the reaction product. The product is: [C:25]([C:26]1[CH:27]=[C:28]([NH2:29])[N:14]([C:10]2[CH:11]=[CH:12][CH:13]=[C:8]([O:1][C:2]3[CH:3]=[CH:4][CH:5]=[CH:6][CH:7]=3)[CH:9]=2)[N:15]=1)([CH3:32])([CH3:31])[CH3:24].